This data is from Reaction yield outcomes from USPTO patents with 853,638 reactions. The task is: Predict the reaction yield, written as a fraction of the theoretical maximum amount of product (1.0 means a 100% yield; for example, 0.34 means a 34% yield). The reactants are [Cl:1][C:2]1[N:3]=[C:4](Cl)[C:5]2[CH2:10][CH2:9][CH:8]([C:11]3[CH:16]=[CH:15][C:14]([Cl:17])=[CH:13][CH:12]=3)[C:6]=2[N:7]=1.[CH3:19][NH:20][CH3:21]. The catalyst is CO. The product is [Cl:1][C:2]1[N:3]=[C:4]([N:20]([CH3:21])[CH3:19])[C:5]2[CH2:10][CH2:9][CH:8]([C:11]3[CH:16]=[CH:15][C:14]([Cl:17])=[CH:13][CH:12]=3)[C:6]=2[N:7]=1. The yield is 0.476.